From a dataset of Full USPTO retrosynthesis dataset with 1.9M reactions from patents (1976-2016). Predict the reactants needed to synthesize the given product. (1) Given the product [ClH:1].[NH2:53][CH2:52][C@H:49]1[CH2:50][CH2:51][C@H:46]([C:44]([NH:43][C@H:28]([C:29](=[O:42])[NH:30][C:31]2[CH:36]=[CH:35][C:34]([C:37]3[NH:41][N:40]=[N:39][N:38]=3)=[CH:33][CH:32]=2)[CH2:27][C:6]2[CH:5]=[CH:4][C:3]([CH3:2])=[C:8]([C:9]3[CH:14]=[CH:13][CH:12]=[C:11]([C:15]([NH:16][CH:17]4[CH2:18][CH2:19][N:20]([CH:23]([CH3:24])[CH3:25])[CH2:21][CH2:22]4)=[O:26])[CH:10]=3)[CH:7]=2)=[O:45])[CH2:47][CH2:48]1, predict the reactants needed to synthesize it. The reactants are: [ClH:1].[CH3:2][C:3]1[C:8]([C:9]2[CH:14]=[CH:13][CH:12]=[C:11]([C:15](=[O:26])[NH:16][CH:17]3[CH2:22][CH2:21][N:20]([CH:23]([CH3:25])[CH3:24])[CH2:19][CH2:18]3)[CH:10]=2)=[CH:7][C:6]([CH2:27][C@H:28]([NH:43][C:44]([C@H:46]2[CH2:51][CH2:50][C@H:49]([CH2:52][NH:53]C(=O)OC(C)(C)C)[CH2:48][CH2:47]2)=[O:45])[C:29](=[O:42])[NH:30][C:31]2[CH:36]=[CH:35][C:34]([C:37]3[NH:41][N:40]=[N:39][N:38]=3)=[CH:33][CH:32]=2)=[CH:5][CH:4]=1.C(#N)C. (2) The reactants are: Br[C:2]1[CH:3]=[CH:4][C:5]([F:15])=[C:6]2[C:10]=1[NH:9][CH:8]=[C:7]2[C:11]([O:13][CH3:14])=[O:12].[CH3:16][C:17]1(C)C(C)(C)OB(C=C)O1.O.C([O-])([O-])=O.[Cs+].[Cs+]. Given the product [F:15][C:5]1[CH:4]=[CH:3][C:2]([CH:16]=[CH2:17])=[C:10]2[C:6]=1[C:7]([C:11]([O:13][CH3:14])=[O:12])=[CH:8][NH:9]2, predict the reactants needed to synthesize it. (3) The reactants are: [CH3:1][N:2]([C@@H:11]([CH2:15][CH:16]=[CH2:17])[C:12]([OH:14])=O)[S:3]([CH2:6][CH2:7][CH2:8][CH2:9][CH3:10])(=[O:5])=[O:4].CCN=C=NCCC[N+](C)(C)C.[I-].ON1C2C=CC=CC=2N=N1.[CH2:41]([O:44][C@H:45]1[C:53]2[C:48](=[CH:49][C:50]([O:54][CH3:55])=[CH:51][CH:52]=2)[C@@H:47]([NH:56][CH2:57][C@@H:58]([OH:70])[C@@H:59]([NH2:69])[CH2:60][C:61]2[CH:66]=[C:65]([Cl:67])[CH:64]=[C:63]([Cl:68])[CH:62]=2)[CH2:46]1)[CH:42]=[CH2:43]. Given the product [CH2:41]([O:44][C@H:45]1[C:53]2[C:48](=[CH:49][C:50]([O:54][CH3:55])=[CH:51][CH:52]=2)[C@@H:47]([NH:56][CH2:57][C@@H:58]([OH:70])[C@@H:59]([NH:69][C:12](=[O:14])[C@@H:11]([N:2]([CH3:1])[S:3]([CH2:6][CH2:7][CH2:8][CH2:9][CH3:10])(=[O:4])=[O:5])[CH2:15][CH:16]=[CH2:17])[CH2:60][C:61]2[CH:62]=[C:63]([Cl:68])[CH:64]=[C:65]([Cl:67])[CH:66]=2)[CH2:46]1)[CH:42]=[CH2:43], predict the reactants needed to synthesize it. (4) Given the product [C:10]([O:14][C:15]([N:17]([CH:21]=[C:22]1[C:28]([O:29][CH3:30])=[CH:27][CH:26]=[C:24]([NH:25][C:6]2[C:5]([F:9])=[CH:4][N:3]=[C:2]([Cl:1])[N:7]=2)[CH2:23]1)[CH:18]([CH3:20])[CH3:19])=[O:16])([CH3:11])([CH3:12])[CH3:13], predict the reactants needed to synthesize it. The reactants are: [Cl:1][C:2]1[N:7]=[C:6](Cl)[C:5]([F:9])=[CH:4][N:3]=1.[C:10]([O:14][C:15]([N:17]([CH:21]=[C:22]1[C:28]([O:29][CH3:30])=[CH:27][CH:26]=[C:24]([NH2:25])[CH2:23]1)[CH:18]([CH3:20])[CH3:19])=[O:16])([CH3:13])([CH3:12])[CH3:11]. (5) Given the product [Cl:16][C:14]1[CH:13]=[CH:12][N:11]=[C:10]2[N:9]([CH2:17][C:18]3[CH:23]=[CH:22][C:21]([S:24]([CH3:27])(=[O:26])=[O:25])=[CH:20][CH:19]=3)[C:8]([CH3:28])=[C:7]([CH2:6][C:5]([OH:29])=[O:4])[C:15]=12, predict the reactants needed to synthesize it. The reactants are: [OH-].[Na+].C[O:4][C:5](=[O:29])[CH2:6][C:7]1[C:15]2[C:10](=[N:11][CH:12]=[CH:13][C:14]=2[Cl:16])[N:9]([CH2:17][C:18]2[CH:23]=[CH:22][C:21]([S:24]([CH3:27])(=[O:26])=[O:25])=[CH:20][CH:19]=2)[C:8]=1[CH3:28].